Dataset: Full USPTO retrosynthesis dataset with 1.9M reactions from patents (1976-2016). Task: Predict the reactants needed to synthesize the given product. (1) Given the product [CH3:1][C:2]1([CH3:33])[C:11]2[C:6](=[CH:7][CH:8]=[C:9]([C:12]3[N:16]([C:17]4[CH:18]=[CH:19][C:20]([S:23](=[O:25])(=[O:26])[NH2:24])=[CH:21][CH:22]=4)[C:15]([CH3:27])=[C:14]([C:28]([OH:30])=[O:29])[CH:13]=3)[CH:10]=2)[O:5][CH2:4][CH2:3]1, predict the reactants needed to synthesize it. The reactants are: [CH3:1][C:2]1([CH3:33])[C:11]2[C:6](=[CH:7][CH:8]=[C:9]([C:12]3[N:16]([C:17]4[CH:22]=[CH:21][C:20]([S:23](=[O:26])(=[O:25])[NH2:24])=[CH:19][CH:18]=4)[C:15]([CH3:27])=[C:14]([C:28]([O:30]CC)=[O:29])[CH:13]=3)[CH:10]=2)[O:5][CH2:4][CH2:3]1.[OH-].[Na+]. (2) Given the product [NH2:10][C:11]1[CH:12]=[CH:13][C:5]([F:4])=[CH:6][C:7]=1[CH2:8][C:9]([NH:2][NH2:3])=[O:14], predict the reactants needed to synthesize it. The reactants are: O.[NH2:2][NH2:3].[F:4][C:5]1[CH:6]=[C:7]2[C:11](=[CH:12][CH:13]=1)[NH:10][C:9](=[O:14])[C:8]2=O. (3) Given the product [F:10][C:8]1[CH:7]=[CH:6][C:5]2[S:11][CH2:12][CH2:13][CH2:14][O:15][C:4]=2[CH:9]=1, predict the reactants needed to synthesize it. The reactants are: [H-].[Na+].F[C:4]1[CH:9]=[C:8]([F:10])[CH:7]=[CH:6][C:5]=1[S:11][CH2:12][CH2:13][CH2:14][OH:15]. (4) Given the product [Cl:1][C:2]1[CH:10]=[C:9]2[C:5]([CH:6]=[C:7]([CH2:18][OH:19])[N:8]2[C:11]2[CH:16]=[CH:15][CH:14]=[C:13]([F:17])[CH:12]=2)=[CH:4][CH:3]=1, predict the reactants needed to synthesize it. The reactants are: [Cl:1][C:2]1[CH:10]=[C:9]2[C:5]([CH:6]=[C:7]([C:18](OCC)=[O:19])[N:8]2[C:11]2[CH:16]=[CH:15][CH:14]=[C:13]([F:17])[CH:12]=2)=[CH:4][CH:3]=1.[AlH4-].[Li+]. (5) Given the product [CH3:1][CH:2]([C:4](=[N:9][OH:10])[CH2:5][CH2:6][CH3:7])[CH3:3], predict the reactants needed to synthesize it. The reactants are: [CH3:1][CH:2]([C:4](=O)[CH2:5][CH2:6][CH3:7])[CH3:3].[NH2:9][OH:10]. (6) The reactants are: [Cl:1][C:2]1[CH:7]=[C:6]([Cl:8])[N:5]=[C:4](I)[N:3]=1.[CH:10]([NH:13][C:14](=[O:32])[CH2:15][O:16][C:17]1[CH:22]=[CH:21][CH:20]=[C:19](B2OC(C)(C)C(C)(C)O2)[CH:18]=1)([CH3:12])[CH3:11].C([O-])([O-])=O.[Na+].[Na+]. Given the product [Cl:1][C:2]1[CH:7]=[C:6]([Cl:8])[N:5]=[C:4]([C:19]2[CH:18]=[C:17]([CH:22]=[CH:21][CH:20]=2)[O:16][CH2:15][C:14]([NH:13][CH:10]([CH3:11])[CH3:12])=[O:32])[N:3]=1, predict the reactants needed to synthesize it. (7) Given the product [C:1]([N:5]([C:6]1[N:16]=[CH:15][C:14]2[C:13]3[S:17][CH:18]=[CH:19][C:12]=3[CH2:11][CH2:10][O:9][C:8]=2[CH:7]=1)[C:25](=[O:26])[O:24][C:20]([CH3:23])([CH3:22])[CH3:21])([CH3:4])([CH3:2])[CH3:3], predict the reactants needed to synthesize it. The reactants are: [C:1]([NH:5][C:6]1[N:16]=[CH:15][C:14]2[C:13]3[S:17][CH:18]=[CH:19][C:12]=3[CH2:11][CH2:10][O:9][C:8]=2[CH:7]=1)([CH3:4])([CH3:3])[CH3:2].[C:20]([O:24][C:25](O[C:25]([O:24][C:20]([CH3:23])([CH3:22])[CH3:21])=[O:26])=[O:26])([CH3:23])([CH3:22])[CH3:21].